Predict the reaction yield, written as a fraction of the theoretical maximum amount of product (1.0 means a 100% yield; for example, 0.34 means a 34% yield). From a dataset of Reaction yield outcomes from USPTO patents with 853,638 reactions. (1) The reactants are [CH3:1][O:2][C:3]1[CH:20]=[CH:19][C:6]([CH2:7][N:8]2[C:12]3=[N:13][CH:14]=[CH:15][C:16](Cl)=[C:11]3[C:10]([I:18])=[N:9]2)=[CH:5][CH:4]=1.[F:21][C:22]1[CH:23]=[C:24]([NH:29][C:30]2[N:45]=[CH:44][CH:43]=[CH:42][C:31]=2[C:32]([NH:34][C:35]2[CH:40]=[CH:39][C:38]([F:41])=[CH:37][CH:36]=2)=[O:33])[CH:25]=[CH:26][C:27]=1[OH:28].C(=O)([O-])[O-].[Cs+].[Cs+].BrC1C=CC=CC=1. No catalyst specified. The product is [CH3:1][O:2][C:3]1[CH:20]=[CH:19][C:6]([CH2:7][N:8]2[C:12]3=[N:13][CH:14]=[CH:15][C:16]([O:28][C:27]4[CH:26]=[CH:25][C:24]([NH:29][C:30]5[N:45]=[CH:44][CH:43]=[CH:42][C:31]=5[C:32]([NH:34][C:35]5[CH:36]=[CH:37][C:38]([F:41])=[CH:39][CH:40]=5)=[O:33])=[CH:23][C:22]=4[F:21])=[C:11]3[C:10]([I:18])=[N:9]2)=[CH:5][CH:4]=1. The yield is 0.710. (2) The reactants are [Cl:1][C:2]1[N:10]=[CH:9][C:8]([Cl:11])=[CH:7][C:3]=1[C:4]([OH:6])=[O:5].S(Cl)(Cl)=O.[CH3:16]O. The catalyst is CCOCC. The product is [Cl:1][C:2]1[N:10]=[CH:9][C:8]([Cl:11])=[CH:7][C:3]=1[C:4]([O:6][CH3:16])=[O:5]. The yield is 0.970. (3) The yield is 0.810. The catalyst is ClCCl.C(O)C. The product is [NH2:22][CH2:21][C:17]1[C:18](=[O:20])[NH:19][C:14]([C@H:10]2[C@H:11]([CH3:13])[CH2:12][N:8]([CH2:1][C:2]3[CH:7]=[CH:6][CH:5]=[CH:4][CH:3]=3)[CH2:9]2)=[N:15][N:16]=1. The reactants are [CH2:1]([N:8]1[CH2:12][C@@H:11]([CH3:13])[C@H:10]([C:14]2[NH:19][C:18](=[O:20])[C:17]([CH2:21][N:22]3C(=O)C4C(=CC=CC=4)C3=O)=[N:16][N:15]=2)[CH2:9]1)[C:2]1[CH:7]=[CH:6][CH:5]=[CH:4][CH:3]=1.O.NN.